This data is from Peptide-MHC class I binding affinity with 185,985 pairs from IEDB/IMGT. The task is: Regression. Given a peptide amino acid sequence and an MHC pseudo amino acid sequence, predict their binding affinity value. This is MHC class I binding data. (1) The peptide sequence is AERGPGQMLG. The MHC is HLA-A02:03 with pseudo-sequence HLA-A02:03. The binding affinity (normalized) is 0.311. (2) The peptide sequence is DSLLPARSW. The MHC is Mamu-A01 with pseudo-sequence Mamu-A01. The binding affinity (normalized) is 0.105. (3) The binding affinity (normalized) is 0.200. The peptide sequence is FMMVLLIPEP. The MHC is HLA-A02:17 with pseudo-sequence HLA-A02:17. (4) The peptide sequence is AQGYKVLVL. The MHC is HLA-A01:01 with pseudo-sequence HLA-A01:01. The binding affinity (normalized) is 0. (5) The peptide sequence is YLCDNFCPA. The MHC is HLA-A02:01 with pseudo-sequence HLA-A02:01. The binding affinity (normalized) is 0.697. (6) The peptide sequence is KCRVKMEKL. The MHC is HLA-A69:01 with pseudo-sequence HLA-A69:01. The binding affinity (normalized) is 0.0847.